Regression. Given a peptide amino acid sequence and an MHC pseudo amino acid sequence, predict their binding affinity value. This is MHC class I binding data. From a dataset of Peptide-MHC class I binding affinity with 185,985 pairs from IEDB/IMGT. (1) The peptide sequence is AYIDNYNKV. The MHC is HLA-A68:02 with pseudo-sequence HLA-A68:02. The binding affinity (normalized) is 0.205. (2) The peptide sequence is RLFRSPQVK. The MHC is HLA-A68:01 with pseudo-sequence HLA-A68:01. The binding affinity (normalized) is 0.241. (3) The peptide sequence is PLRPMTYK. The MHC is HLA-A68:02 with pseudo-sequence HLA-A68:02. The binding affinity (normalized) is 0. (4) The binding affinity (normalized) is 0. The peptide sequence is HTQGYFPDW. The MHC is Mamu-A2201 with pseudo-sequence Mamu-A2201.